Predict the reactants needed to synthesize the given product. From a dataset of Full USPTO retrosynthesis dataset with 1.9M reactions from patents (1976-2016). (1) Given the product [CH3:7][O:8][C:9]1[CH:10]=[C:11]([CH:12]=[CH:13][C:14]=1[O:15][CH3:16])[O:17][CH2:19][CH2:20][OH:21], predict the reactants needed to synthesize it. The reactants are: C([O-])([O-])=O.[K+].[K+].[CH3:7][O:8][C:9]1[CH:10]=[C:11]([OH:17])[CH:12]=[CH:13][C:14]=1[O:15][CH3:16].Br[CH2:19][CH2:20][OH:21]. (2) Given the product [NH2:44][C:21](=[O:22])[C:20]([OH:26])([CH3:25])[C:19]#[C:18][C:14]1[C:15]([F:17])=[CH:16][C:11]2[O:10][CH2:9][CH2:8][N:7]3[CH:27]=[C:4]([C:1]([NH2:2])=[O:3])[N:5]=[C:6]3[C:12]=2[CH:13]=1, predict the reactants needed to synthesize it. The reactants are: [C:1]([C:4]1[N:5]=[C:6]2[C:12]3[CH:13]=[C:14]([C:18]#[C:19][C:20]([OH:26])([CH3:25])[C:21](OC)=[O:22])[C:15]([F:17])=[CH:16][C:11]=3[O:10][CH2:9][CH2:8][N:7]2[CH:27]=1)(=[O:3])[NH2:2].OC(C)(C#C)C(OC)=O.BrC1C(F)=CC2OCC[N:44]3C=C(C(N)=O)N=C3C=2C=1.N. (3) Given the product [CH2:10]([N:12]([CH2:13][CH3:14])[PH:7]([Cl:9])([Cl:8])[C:1]1[CH:6]=[CH:5][CH:4]=[CH:3][CH:2]=1)[CH3:11], predict the reactants needed to synthesize it. The reactants are: [C:1]1([P:7]([Cl:9])[Cl:8])[CH:6]=[CH:5][CH:4]=[CH:3][CH:2]=1.[CH2:10]([NH:12][CH2:13][CH3:14])[CH3:11]. (4) Given the product [C:1]([O:5][C:6](=[O:20])[C:7]([CH3:8])([S:9][C:10]1[CH:11]=[CH:12][C:13]([C:14]([O:16][CH2:33][C:31]2[N:30]=[N:29][N:28]([CH2:27][C:26]3[CH:35]=[CH:36][C:23]([C:22]([F:37])([F:21])[F:38])=[CH:24][CH:25]=3)[CH:32]=2)=[O:15])=[CH:17][CH:18]=1)[CH3:19])([CH3:2])([CH3:3])[CH3:4], predict the reactants needed to synthesize it. The reactants are: [C:1]([O:5][C:6](=[O:20])[C:7]([CH3:19])([S:9][C:10]1[CH:18]=[CH:17][C:13]([C:14]([OH:16])=[O:15])=[CH:12][CH:11]=1)[CH3:8])([CH3:4])([CH3:3])[CH3:2].[F:21][C:22]([F:38])([F:37])[C:23]1[CH:36]=[CH:35][C:26]([CH2:27][N:28]2[CH:32]=[C:31]([CH2:33]O)[N:30]=[N:29]2)=[CH:25][CH:24]=1.C1(N=C=NC2CCCCC2)CCCCC1. (5) Given the product [Br:1][C:2]1[CH:10]=[CH:9][C:5]([C:6]([O:8][CH2:42][C:43]2[CH:48]=[CH:47][CH:46]=[CH:45][CH:44]=2)=[O:7])=[C:4]([N:11]2[CH2:12][CH2:13][CH:14]([CH2:17][O:18][Si:19]([C:32]([CH3:35])([CH3:34])[CH3:33])([C:26]3[CH:27]=[CH:28][CH:29]=[CH:30][CH:31]=3)[C:20]3[CH:21]=[CH:22][CH:23]=[CH:24][CH:25]=3)[CH2:15][CH2:16]2)[CH:3]=1, predict the reactants needed to synthesize it. The reactants are: [Br:1][C:2]1[CH:10]=[CH:9][C:5]([C:6]([OH:8])=[O:7])=[C:4]([N:11]2[CH2:16][CH2:15][CH:14]([CH2:17][O:18][Si:19]([C:32]([CH3:35])([CH3:34])[CH3:33])([C:26]3[CH:31]=[CH:30][CH:29]=[CH:28][CH:27]=3)[C:20]3[CH:25]=[CH:24][CH:23]=[CH:22][CH:21]=3)[CH2:13][CH2:12]2)[CH:3]=1.C(Cl)(=O)C(Cl)=O.[CH2:42](O)[C:43]1[CH:48]=[CH:47][CH:46]=[CH:45][CH:44]=1.C(=O)([O-])O.[Na+]. (6) Given the product [Cl:1][C:2]1[CH:3]=[C:4]([N:10]([CH2:16][C:17]([F:20])([F:19])[F:18])[C@H:11]([C:13]([NH:23][CH2:21][CH3:22])=[O:15])[CH3:12])[CH:5]=[CH:6][C:7]=1[C:8]#[N:9], predict the reactants needed to synthesize it. The reactants are: [Cl:1][C:2]1[CH:3]=[C:4]([N:10]([CH2:16][C:17]([F:20])([F:19])[F:18])[C@H:11]([C:13]([OH:15])=O)[CH3:12])[CH:5]=[CH:6][C:7]=1[C:8]#[N:9].[CH2:21]([NH2:23])[CH3:22]. (7) Given the product [NH2:1][C:2]1[N:7]=[CH:6][N:5]=[C:4]2[N:8]([CH:12]3[CH2:17][CH2:16][N:15]([C:18]([O:20][CH2:21][C:22]4[CH:27]=[CH:26][CH:25]=[CH:24][CH:23]=4)=[O:19])[CH2:14][CH2:13]3)[N:9]=[C:10]([C:34]3[CH:33]=[CH:32][C:31]([NH:45][C:46]([O:47][C:48]([CH3:49])([CH3:50])[CH3:51])=[O:52])=[C:30]([O:29][CH3:28])[CH:35]=3)[C:3]=12, predict the reactants needed to synthesize it. The reactants are: [NH2:1][C:2]1[N:7]=[CH:6][N:5]=[C:4]2[N:8]([CH:12]3[CH2:17][CH2:16][N:15]([C:18]([O:20][CH2:21][C:22]4[CH:27]=[CH:26][CH:25]=[CH:24][CH:23]=4)=[O:19])[CH2:14][CH2:13]3)[N:9]=[C:10](I)[C:3]=12.[CH3:28][O:29][C:30]1[CH:35]=[C:34](B2OC(C)(C)C(C)(C)O2)[CH:33]=[CH:32][C:31]=1[NH:45][C:46](=[O:52])[O:47][C:48]([CH3:51])([CH3:50])[CH3:49].C(=O)([O-])[O-].[Na+].[Na+]. (8) The reactants are: Cl.[NH2:2][CH2:3][C:4]1[CH:5]=[C:6]2[C:10](=[CH:11][CH:12]=1)[C:9](=[O:13])[N:8]([CH:14]1[CH2:19][CH2:18][C:17](=[O:20])[NH:16][C:15]1=[O:21])[CH2:7]2.[Cl:22][C:23]1[CH:28]=[CH:27][CH:26]=[CH:25][C:24]=1[N:29]=[C:30]=[O:31].C(N(CC)CC)C.Cl. Given the product [Cl:22][C:23]1[CH:28]=[CH:27][CH:26]=[CH:25][C:24]=1[NH:29][C:30]([NH:2][CH2:3][C:4]1[CH:5]=[C:6]2[C:10](=[CH:11][CH:12]=1)[C:9](=[O:13])[N:8]([CH:14]1[CH2:19][CH2:18][C:17](=[O:20])[NH:16][C:15]1=[O:21])[CH2:7]2)=[O:31], predict the reactants needed to synthesize it. (9) Given the product [CH3:33][C:32]1[N:34]=[C:27]([CH2:26][CH:23]2[CH2:22][CH2:21][NH:20][CH2:25][CH2:24]2)[O:29][N:31]=1, predict the reactants needed to synthesize it. The reactants are: CC1OC([C@@H]2CCCCN2)=NN=1.C(OC([N:20]1[CH2:25][CH2:24][CH:23]([CH2:26][C:27]([OH:29])=O)[CH2:22][CH2:21]1)=O)(C)(C)C.O/[N:31]=[C:32](\[NH2:34])/[CH3:33]. (10) Given the product [CH3:15][C:2]1([CH2:3][O:4][C:5]2[CH:10]=[CH:9][CH:8]=[CH:7][C:6]=2[NH:11][C:12](=[O:14])[CH3:13])[CH2:1][O:24]1, predict the reactants needed to synthesize it. The reactants are: [CH3:1][C:2](=[CH2:15])[CH2:3][O:4][C:5]1[CH:10]=[CH:9][CH:8]=[CH:7][C:6]=1[NH:11][C:12](=[O:14])[CH3:13].ClC1C=CC=C(C(OO)=[O:24])C=1.